Dataset: Forward reaction prediction with 1.9M reactions from USPTO patents (1976-2016). Task: Predict the product of the given reaction. (1) The product is: [OH:4][C@@H:5]1[CH2:10][NH:9][C@H:8]([C:11]([O:13][CH3:2])=[O:12])[CH2:7][CH2:6]1. Given the reactants Cl.[CH3:2]O.[OH:4][C@@H:5]1[CH2:10][NH:9][C@H:8]([C:11]([OH:13])=[O:12])[CH2:7][CH2:6]1, predict the reaction product. (2) The product is: [F:1][C:2]1[CH:7]=[CH:6][CH:5]=[C:4]([F:8])[C:3]=1[N:9]1[C:14]2[N:15]=[C:16]([NH:40][CH2:39][CH2:38][N:37]([CH3:41])[CH3:36])[N:17]=[C:18]([C:19]3[CH:20]=[C:21]([CH:28]=[CH:29][C:30]=3[CH3:31])[C:22]([NH:24][CH:25]([CH3:27])[CH3:26])=[O:23])[C:13]=2[CH2:12][NH:11][C:10]1=[O:35]. Given the reactants [F:1][C:2]1[CH:7]=[CH:6][CH:5]=[C:4]([F:8])[C:3]=1[N:9]1[C:14]2[N:15]=[C:16](S(C)=O)[N:17]=[C:18]([C:19]3[CH:20]=[C:21]([CH:28]=[CH:29][C:30]=3[CH3:31])[C:22]([NH:24][CH:25]([CH3:27])[CH3:26])=[O:23])[C:13]=2[CH2:12][NH:11][C:10]1=[O:35].[CH3:36][N:37]([CH3:41])[CH2:38][CH2:39][NH2:40], predict the reaction product. (3) Given the reactants Cl[C:2]1[N:7]=[C:6]([C:8]2[CH:13]=[CH:12][C:11]([OH:14])=[CH:10][CH:9]=2)[CH:5]=[N:4][CH:3]=1.[NH2:15][C:16]1[CH:31]=[CH:30][C:19]([C:20]([NH:22][CH2:23][CH2:24][N:25]([CH2:28][CH3:29])[CH2:26][CH3:27])=[O:21])=[CH:18][CH:17]=1.CC1(C)C2C(=C(P(C3C=CC=CC=3)C3C=CC=CC=3)C=CC=2)OC2C(P(C3C=CC=CC=3)C3C=CC=CC=3)=CC=CC1=2, predict the reaction product. The product is: [CH2:28]([N:25]([CH2:26][CH3:27])[CH2:24][CH2:23][NH:22][C:20](=[O:21])[C:19]1[CH:18]=[CH:17][C:16]([NH:15][C:2]2[CH:3]=[N:4][CH:5]=[C:6]([C:8]3[CH:13]=[CH:12][C:11]([OH:14])=[CH:10][CH:9]=3)[N:7]=2)=[CH:31][CH:30]=1)[CH3:29]. (4) Given the reactants [C:1]([O:5][C:6]([NH:8][CH2:9][C@H:10]1[CH2:15][CH2:14][C@H:13]([C:16]([NH:18][C@H:19]([C:36](=[O:49])[NH:37][C:38]2[CH:43]=[CH:42][C:41]([C:44]3[N:45]=[N:46][NH:47][N:48]=3)=[CH:40][CH:39]=2)[CH2:20][C:21]2[CH:26]=[CH:25][C:24]([C:27]3[CH:32]=[CH:31][C:30]([C:33](O)=[O:34])=[CH:29][CH:28]=3)=[CH:23][CH:22]=2)=[O:17])[CH2:12][CH2:11]1)=[O:7])([CH3:4])([CH3:3])[CH3:2].[C:50]([O:54][C:55]([N:57]1[CH2:61][CH2:60][C@@H:59]([NH2:62])[CH2:58]1)=[O:56])([CH3:53])([CH3:52])[CH3:51].F[P-](F)(F)(F)(F)F.CN(C(ON1C2=NC=CC=C2N=N1)=[N+](C)C)C.C(N(CC)C(C)C)(C)C, predict the reaction product. The product is: [C:1]([O:5][C:6]([NH:8][CH2:9][C@H:10]1[CH2:15][CH2:14][C@H:13]([C:16]([NH:18][C@H:19]([C:36](=[O:49])[NH:37][C:38]2[CH:43]=[CH:42][C:41]([C:44]3[N:45]=[N:46][NH:47][N:48]=3)=[CH:40][CH:39]=2)[CH2:20][C:21]2[CH:26]=[CH:25][C:24]([C:27]3[CH:28]=[CH:29][C:30]([C:33]([NH:62][C@@H:59]4[CH2:60][CH2:61][N:57]([C:55]([O:54][C:50]([CH3:53])([CH3:51])[CH3:52])=[O:56])[CH2:58]4)=[O:34])=[CH:31][CH:32]=3)=[CH:23][CH:22]=2)=[O:17])[CH2:12][CH2:11]1)=[O:7])([CH3:4])([CH3:2])[CH3:3]. (5) Given the reactants [N+:1]([C:4]1[CH:5]=[C:6](I)[CH:7]=[CH:8][CH:9]=1)([O-:3])=[O:2].C([O-])(=O)C.[CH:15]([C:17]1[CH:22]=[CH:21][N:20]=[CH:19][CH:18]=1)=[CH2:16], predict the reaction product. The product is: [N+:1]([C:4]1[CH:5]=[C:6]([CH:16]=[CH:15][C:17]2[CH:22]=[CH:21][N:20]=[CH:19][CH:18]=2)[CH:7]=[CH:8][CH:9]=1)([O-:3])=[O:2].